Regression. Given two drug SMILES strings and cell line genomic features, predict the synergy score measuring deviation from expected non-interaction effect. From a dataset of NCI-60 drug combinations with 297,098 pairs across 59 cell lines. (1) Drug 1: C1=CN(C(=O)N=C1N)C2C(C(C(O2)CO)O)O.Cl. Drug 2: C1C(C(OC1N2C=NC(=NC2=O)N)CO)O. Cell line: NCIH23. Synergy scores: CSS=66.3, Synergy_ZIP=4.12, Synergy_Bliss=4.63, Synergy_Loewe=5.03, Synergy_HSA=8.25. (2) Drug 1: CC1=C2C(C(=O)C3(C(CC4C(C3C(C(C2(C)C)(CC1OC(=O)C(C(C5=CC=CC=C5)NC(=O)OC(C)(C)C)O)O)OC(=O)C6=CC=CC=C6)(CO4)OC(=O)C)OC)C)OC. Drug 2: C1=C(C(=O)NC(=O)N1)F. Cell line: NCIH23. Synergy scores: CSS=44.1, Synergy_ZIP=-15.8, Synergy_Bliss=-19.2, Synergy_Loewe=-12.7, Synergy_HSA=-10.8. (3) Drug 1: CS(=O)(=O)C1=CC(=C(C=C1)C(=O)NC2=CC(=C(C=C2)Cl)C3=CC=CC=N3)Cl. Drug 2: C1CNP(=O)(OC1)N(CCCl)CCCl. Cell line: UO-31. Synergy scores: CSS=27.7, Synergy_ZIP=-8.84, Synergy_Bliss=-2.19, Synergy_Loewe=-20.4, Synergy_HSA=-3.26.